This data is from Forward reaction prediction with 1.9M reactions from USPTO patents (1976-2016). The task is: Predict the product of the given reaction. (1) The product is: [CH:36]1[CH:37]=[CH:38][C:39]2[S:45][C:44]3[CH:46]=[CH:47][CH:48]=[CH:49][C:43]=3[N:42]=[C:41]([N:50]3[CH2:55][CH2:54][N:53]([CH2:56][CH2:57][O:58][CH2:59][CH2:60][OH:61])[CH2:52][CH2:51]3)[C:40]=2[CH:35]=1.[CH:63](/[C:62]([OH:69])=[O:68])=[CH:64]\[C:65]([OH:67])=[O:66]. Given the reactants N1(C2C3C=CC=CC=3SC3C=CC=CC=3N=2)CCNCC1.C(=O)([O-])[O-].[Na+].[Na+].ClCCOCCO.[CH:35]1[C:40]2[C:41]([N:50]3[CH2:55][CH2:54][N:53]([CH2:56][CH2:57][O:58][CH2:59][CH2:60][OH:61])[CH2:52][CH2:51]3)=[N:42][C:43]3[CH:49]=[CH:48][CH:47]=[CH:46][C:44]=3[S:45][C:39]=2[CH:38]=[CH:37][CH:36]=1.[C:62]([OH:69])(=[O:68])/[CH:63]=[CH:64]/[C:65]([OH:67])=[O:66], predict the reaction product. (2) Given the reactants Br[C:2]1[CH:7]=[C:6]([CH3:8])[C:5]([NH:9][C:10]([NH:12][C:13]2[CH:18]=[C:17]([F:19])[CH:16]=[CH:15][C:14]=2[C:20]([NH:22][C@@H:23]([CH:28]2[CH2:33][CH2:32][CH2:31][CH2:30][CH2:29]2)[C:24]([O:26][CH3:27])=[O:25])=[O:21])=[O:11])=[C:4]([CH3:34])[CH:3]=1.[CH:35](/B(O)O)=[CH:36]\[CH2:37][CH2:38][CH3:39].[F-].[Cs+], predict the reaction product. The product is: [CH:28]1([C@H:23]([NH:22][C:20]([C:14]2[CH:15]=[CH:16][C:17]([F:19])=[CH:18][C:13]=2[NH:12][C:10]([NH:9][C:5]2[C:6]([CH3:8])=[CH:7][C:2](/[CH:35]=[CH:36]/[CH2:37][CH2:38][CH3:39])=[CH:3][C:4]=2[CH3:34])=[O:11])=[O:21])[C:24]([O:26][CH3:27])=[O:25])[CH2:33][CH2:32][CH2:31][CH2:30][CH2:29]1. (3) The product is: [OH:32][C@@H:27]1[CH2:28][CH2:29][CH2:30][CH2:31][C@H:26]1[O:1][C:2]1[C:7]2[C:8]([O:11][CH2:12][CH:13]3[CH2:14][CH2:15][N:16]([C:19]([O:21][C:22]([CH3:25])([CH3:24])[CH3:23])=[O:20])[CH2:17][CH2:18]3)=[N:9][O:10][C:6]=2[CH:5]=[CH:4][CH:3]=1. Given the reactants [OH:1][C:2]1[C:7]2[C:8]([O:11][CH2:12][CH:13]3[CH2:18][CH2:17][N:16]([C:19]([O:21][C:22]([CH3:25])([CH3:24])[CH3:23])=[O:20])[CH2:15][CH2:14]3)=[N:9][O:10][C:6]=2[CH:5]=[CH:4][CH:3]=1.[CH:26]12[O:32][CH:27]1[CH2:28][CH2:29][CH2:30][CH2:31]2, predict the reaction product. (4) Given the reactants CC1S[C:4]([C:10]2[CH:15]=CC=C[CH:11]=2)=[C:5]([C:7]([OH:9])=O)[N:6]=1.C(N(C(C)C)CC)(C)C.[C:25](Cl)([O:27][CH2:28][C:29]1[CH:34]=[CH:33][CH:32]=[CH:31][CH:30]=1)=[O:26], predict the reaction product. The product is: [OH:9][CH2:7][C@H:5]1[N:6]([C:25]([O:27][CH2:28][C:29]2[CH:34]=[CH:33][CH:32]=[CH:31][CH:30]=2)=[O:26])[CH2:11][C@@H:10]2[C@H:4]1[CH2:15]2. (5) Given the reactants [NH2:1][C:2]1[CH:3]=[C:4]2[C:9](=[CH:10][CH:11]=1)[O:8][CH2:7][CH2:6][CH2:5]2.Cl.Cl[CH2:14][CH2:15][NH:16][CH2:17][CH2:18]Cl.C(=O)([O-])[O-].[K+].[K+], predict the reaction product. The product is: [O:8]1[C:9]2[C:4](=[CH:3][C:2]([N:1]3[CH2:18][CH2:17][NH:16][CH2:15][CH2:14]3)=[CH:11][CH:10]=2)[CH2:5][CH2:6][CH2:7]1. (6) Given the reactants C(N(CCCC)C(C1N=C(C2C=CC(C(O)=O)=CC=2C(N2CCC3C(=CC=CC=3)C2)=O)N(C)C=1)=O)CCC.[CH2:39]([N:43]([CH2:81][CH2:82][CH2:83][CH3:84])[C:44]([C:46]1[N:47]=[C:48]([C:59]2[CH:68]=[CH:67][C:62]([C:63]([O:65]C)=[O:64])=[CH:61][C:60]=2[C:69]([N:71]2[CH2:80][CH2:79][C:78]3[C:73](=[CH:74][CH:75]=[CH:76][CH:77]=3)[CH2:72]2)=[O:70])[N:49]([CH2:51][O:52][CH2:53][CH2:54][Si:55]([CH3:58])([CH3:57])[CH3:56])[CH:50]=1)=[O:45])[CH2:40][CH2:41][CH3:42], predict the reaction product. The product is: [CH2:81]([N:43]([CH2:39][CH2:40][CH2:41][CH3:42])[C:44]([C:46]1[N:47]=[C:48]([C:59]2[CH:68]=[CH:67][C:62]([C:63]([OH:65])=[O:64])=[CH:61][C:60]=2[C:69]([N:71]2[CH2:80][CH2:79][C:78]3[C:73](=[CH:74][CH:75]=[CH:76][CH:77]=3)[CH2:72]2)=[O:70])[N:49]([CH2:51][O:52][CH2:53][CH2:54][Si:55]([CH3:58])([CH3:57])[CH3:56])[CH:50]=1)=[O:45])[CH2:82][CH2:83][CH3:84].